The task is: Predict which catalyst facilitates the given reaction.. This data is from Catalyst prediction with 721,799 reactions and 888 catalyst types from USPTO. (1) Reactant: C([O:8][C:9]1[CH:10]=[CH:11][C:12]([N+:20]([O-])=O)=[C:13]([C:15](=[O:19])/[CH:16]=[CH:17]\[CH3:18])[CH:14]=1)C1C=CC=CC=1. Product: [NH2:20][C:12]1[CH:11]=[CH:10][C:9]([OH:8])=[CH:14][C:13]=1[C:15](=[O:19])[CH2:16][CH2:17][CH3:18]. The catalyst class is: 29. (2) Reactant: [NH:1]1[CH:6]=[CH:5][CH:4]=NC1=O.C(N(CC)CC)C.C(OC(=O)C)(=O)C.O=[C:23]([CH2:26][CH3:27])[C:24]#[N:25].C([O-])(=O)C.[NH4+].[OH-].[Na+]. Product: [C:24]([C:23]1[C:26]([CH3:27])=[CH:4][CH:5]=[CH:6][N:1]=1)#[N:25]. The catalyst class is: 8.